Dataset: TCR-epitope binding with 47,182 pairs between 192 epitopes and 23,139 TCRs. Task: Binary Classification. Given a T-cell receptor sequence (or CDR3 region) and an epitope sequence, predict whether binding occurs between them. (1) The epitope is RPPIFIRRL. The TCR CDR3 sequence is CSAHAGTGGAETQYF. Result: 0 (the TCR does not bind to the epitope). (2) Result: 0 (the TCR does not bind to the epitope). The epitope is KLMNIQQKL. The TCR CDR3 sequence is CSARVSPEGGPENYGYTF. (3) The epitope is SLVKPSFYV. The TCR CDR3 sequence is CASSLNSGELFF. Result: 1 (the TCR binds to the epitope). (4) The epitope is FLNGSCGSV. The TCR CDR3 sequence is CSARKVGLTVPTSGSFLAVDYEQYF. Result: 0 (the TCR does not bind to the epitope). (5) The TCR CDR3 sequence is CASSSGQEAFF. The epitope is TPRVTGGGAM. Result: 1 (the TCR binds to the epitope). (6) The epitope is KRWIILGLNK. The TCR CDR3 sequence is CAWRRSSTEAFF. Result: 1 (the TCR binds to the epitope).